Dataset: Forward reaction prediction with 1.9M reactions from USPTO patents (1976-2016). Task: Predict the product of the given reaction. (1) Given the reactants [OH-:1].[Na+].Cl.[NH2:4]O.[F:6][C:7]([F:21])([F:20])[C:8]1[CH:9]=[CH:10][C:11]([O:14][CH2:15][CH2:16][CH2:17][C:18]#[N:19])=[N:12][CH:13]=1, predict the reaction product. The product is: [OH:1][NH:19][C:18](=[NH:4])[CH2:17][CH2:16][CH2:15][O:14][C:11]1[CH:10]=[CH:9][C:8]([C:7]([F:20])([F:6])[F:21])=[CH:13][N:12]=1. (2) Given the reactants [Cl:1][C:2]1[CH:7]=[C:6]([N:8]2[CH2:13][CH2:12][O:11][CH2:10][CH2:9]2)[N:5]=[C:4]([NH:14][CH2:15][CH2:16][C:17]2[CH:22]=[CH:21]C=C(C)N=2)[N:3]=1.[F:24][C:25]1[CH:30]=C(CCN)C=C[N:26]=1, predict the reaction product. The product is: [Cl:1][C:2]1[CH:7]=[C:6]([N:8]2[CH2:9][CH2:10][O:11][CH2:12][CH2:13]2)[N:5]=[C:4]([NH:14][CH2:15][CH2:16][C:17]2[CH:22]=[CH:21][N:26]=[C:25]([F:24])[CH:30]=2)[N:3]=1. (3) Given the reactants [Cl:1][C:2]1[CH:3]=[C:4]([CH:9]=[C:10]([N:12]([S:16]([CH3:19])(=[O:18])=[O:17])[CH2:13][CH2:14][CH3:15])[N:11]=1)[C:5](OC)=[O:6].[BH4-].[Li+], predict the reaction product. The product is: [Cl:1][C:2]1[N:11]=[C:10]([N:12]([CH2:13][CH2:14][CH3:15])[S:16]([CH3:19])(=[O:17])=[O:18])[CH:9]=[C:4]([CH2:5][OH:6])[CH:3]=1.